This data is from Reaction yield outcomes from USPTO patents with 853,638 reactions. The task is: Predict the reaction yield, written as a fraction of the theoretical maximum amount of product (1.0 means a 100% yield; for example, 0.34 means a 34% yield). The reactants are [H-].[Na+].[NH:3]1[C:8]2[N:9]=[CH:10][CH:11]=[CH:12][C:7]=2[C:6](=[O:13])[O:5][C:4]1=[O:14].[CH2:15](Br)[CH2:16][CH2:17][CH3:18]. The catalyst is CC(N(C)C)=O. The product is [CH2:15]([N:3]1[C:8]2[N:9]=[CH:10][CH:11]=[CH:12][C:7]=2[C:6](=[O:13])[O:5][C:4]1=[O:14])[CH2:16][CH2:17][CH3:18]. The yield is 0.330.